Dataset: Forward reaction prediction with 1.9M reactions from USPTO patents (1976-2016). Task: Predict the product of the given reaction. (1) Given the reactants [OH:1][C:2]1[C:12]([CH:13]([CH3:15])[CH3:14])=[CH:11][C:10]([CH:16]([CH3:18])[CH3:17])=[CH:9][C:3]=1[C:4]([O:6]CC)=[O:5].[OH-].[Na+].Cl, predict the reaction product. The product is: [CH2:11]([O:1][C:2]1[C:12]([CH:13]([CH3:14])[CH3:15])=[CH:11][C:10]([CH:16]([CH3:17])[CH3:18])=[CH:9][C:3]=1[C:4]([OH:6])=[O:5])[CH2:12][CH2:2][CH2:3][CH2:9][CH3:10]. (2) Given the reactants S(=O)(=O)(O)[OH:2].[C:6]([C:8]1[C:13]([S:14][CH2:15][CH3:16])=[CH:12][C:11]([C:17]([F:20])([F:19])[F:18])=[CH:10][N:9]=1)#N.[OH2:21], predict the reaction product. The product is: [CH2:15]([S:14][C:13]1[C:8]([C:6]([OH:2])=[O:21])=[N:9][CH:10]=[C:11]([C:17]([F:20])([F:19])[F:18])[CH:12]=1)[CH3:16]. (3) Given the reactants [NH2:1][C:2]1[CH:3]=[CH:4][CH:5]=[C:6]2[C:11]=1[N:10]=[CH:9][CH:8]=[CH:7]2.Cl[CH2:13][CH2:14][N:15]([CH2:23][CH2:24]Cl)[CH2:16][C:17]1[CH:22]=[CH:21][CH:20]=[CH:19][CH:18]=1.[OH-].[Na+], predict the reaction product. The product is: [CH2:16]([N:15]1[CH2:23][CH2:24][N:1]([C:2]2[CH:3]=[CH:4][CH:5]=[C:6]3[C:11]=2[N:10]=[CH:9][CH:8]=[CH:7]3)[CH2:13][CH2:14]1)[C:17]1[CH:22]=[CH:21][CH:20]=[CH:19][CH:18]=1. (4) Given the reactants [CH3:1][C:2]1[O:8][CH:7]=[C:6]([OH:9])[C:4](=[O:5])[CH:3]=1.O.[CH:11](=[O:14])[CH2:12][CH3:13], predict the reaction product. The product is: [OH:14][CH:11]([C:7]1[O:8][C:2]([CH3:1])=[CH:3][C:4](=[O:5])[C:6]=1[OH:9])[CH2:12][CH3:13]. (5) Given the reactants [Li+].C[Si]([N-][Si](C)(C)C)(C)C.[Cl:11][C:12]1[CH:17]=[C:16]([C:18]([F:21])([F:20])[F:19])[CH:15]=[CH:14][C:13]=1[O:22][CH:23]1[CH2:28][CH2:27][N:26]([S:29]([CH3:32])(=[O:31])=[O:30])[CH2:25][CH2:24]1.C[Si](Cl)(C)C.[N:38]1[CH:43]=[CH:42][CH:41]=[N:40][C:39]=1[CH2:44][CH2:45][CH2:46][CH:47]=O, predict the reaction product. The product is: [Cl:11][C:12]1[CH:17]=[C:16]([C:18]([F:21])([F:19])[F:20])[CH:15]=[CH:14][C:13]=1[O:22][CH:23]1[CH2:28][CH2:27][N:26]([S:29](/[CH:32]=[CH:47]\[CH2:46][CH2:45][CH2:44][C:39]2[N:40]=[CH:41][CH:42]=[CH:43][N:38]=2)(=[O:30])=[O:31])[CH2:25][CH2:24]1. (6) Given the reactants [NH2:1][CH2:2][CH2:3][CH2:4][CH2:5][CH2:6][NH2:7].[S:8](=[O:12])(=[O:11])([OH:10])[OH:9], predict the reaction product. The product is: [S:8]([OH:12])([OH:11])(=[O:10])=[O:9].[NH2:1][CH2:2][CH2:3][CH2:4][CH2:5][CH2:6][NH2:7]. (7) The product is: [C:11]([O:15][C:16]([C@@:18]12[CH2:33][CH2:34][C@:22]1([CH3:23])[C:21](=[O:24])[N:20]([C@@H:25]([C:27]1[CH:32]=[CH:31][CH:30]=[CH:29][CH:28]=1)[CH3:26])[CH2:19]2)=[O:17])([CH3:14])([CH3:13])[CH3:12]. Given the reactants C[Si](C)(C)[N-][Si](C)(C)C.[Li+].[C:11]([O:15][C:16]([C@@:18]1([CH2:33][CH2:34]Br)[CH:22]([CH3:23])[C:21](=[O:24])[N:20]([C@@H:25]([C:27]2[CH:32]=[CH:31][CH:30]=[CH:29][CH:28]=2)[CH3:26])[CH2:19]1)=[O:17])([CH3:14])([CH3:13])[CH3:12].C(O)(=O)CC(CC(O)=O)(C(O)=O)O.C(OCC)(=O)C, predict the reaction product. (8) Given the reactants [CH2:1]([C@H:3]([N:7]1[CH2:11][CH2:10][CH2:9][C:8]1=[O:12])[C:4](O)=[O:5])[CH3:2].C([N:15](CC)CC)C.CS(Cl)(=O)=O, predict the reaction product. The product is: [CH2:1]([C@H:3]([N:7]1[CH2:11][CH2:10][CH2:9][C:8]1=[O:12])[C:4]([NH2:15])=[O:5])[CH3:2]. (9) Given the reactants [CH3:1][O:2][C:3](=[O:23])[CH2:4][CH2:5][C:6]1[CH:11]=[CH:10][C:9]([O:12][C:13]2[CH:18]=[CH:17][CH:16]=[C:15]([C:19]#[N:20])[CH:14]=2)=[CH:8][C:7]=1[CH2:21][CH3:22].[H][H], predict the reaction product. The product is: [CH3:1][O:2][C:3](=[O:23])[CH2:4][CH2:5][C:6]1[CH:11]=[CH:10][C:9]([O:12][C:13]2[CH:18]=[CH:17][CH:16]=[C:15]([CH2:19][NH2:20])[CH:14]=2)=[CH:8][C:7]=1[CH2:21][CH3:22]. (10) Given the reactants F[C:2]1[CH:7]=[CH:6][C:5]([N+:8]([O-:10])=[O:9])=[CH:4][CH:3]=1.C(=O)([O-])[O-].[K+].[K+].C[N:18](C)C=O, predict the reaction product. The product is: [N+:8]([C:5]1[CH:6]=[CH:7][C:2]([NH2:18])=[CH:3][CH:4]=1)([O-:10])=[O:9].